From a dataset of Ames mutagenicity test results for genotoxicity prediction. Regression/Classification. Given a drug SMILES string, predict its toxicity properties. Task type varies by dataset: regression for continuous values (e.g., LD50, hERG inhibition percentage) or binary classification for toxic/non-toxic outcomes (e.g., AMES mutagenicity, cardiotoxicity, hepatotoxicity). Dataset: ames. (1) The compound is c1ccc(OC2CO2)cc1. The result is 1 (mutagenic). (2) The molecule is C1CN(SSN2CCOCC2)CCO1. The result is 0 (non-mutagenic). (3) The molecule is ICCc1ccccc1. The result is 0 (non-mutagenic). (4) The molecule is CCCCCCCCCCC. The result is 0 (non-mutagenic). (5) The drug is CCCCOC(=O)/C=C/c1ccc([N+](=O)[O-])o1. The result is 1 (mutagenic). (6) The drug is CCc1ccc(/C=C/c2ccc([N+](=O)[O-])cc2)cc1. The result is 1 (mutagenic). (7) The drug is CCCCN(CCC(C)=O)N=O. The result is 1 (mutagenic). (8) The molecule is COc1cc(N)c(OC)cc1N. The result is 1 (mutagenic). (9) The molecule is CC(=O)Nc1ccc(S(=O)(=O)c2ccc(NC(C)=O)cc2)cc1. The result is 0 (non-mutagenic). (10) The molecule is COC(=O)c1ccc(C(=O)OC)cc1. The result is 0 (non-mutagenic).